From a dataset of Full USPTO retrosynthesis dataset with 1.9M reactions from patents (1976-2016). Predict the reactants needed to synthesize the given product. (1) The reactants are: [OH:1][C:2]12[C:13]3[C:8](=[C:9]([N+:14]([O-])=O)[CH:10]=[CH:11][CH:12]=3)[C:7](=[O:17])[C:6]1([NH:18][C:19](C1C=CC(C3C=CC=CC=3)=CC=1)=[O:20])[C:5]1[CH:33]=[CH:34][C:35]([CH:37]([CH3:39])[CH3:38])=[CH:36][C:4]=1[O:3]2.[CH2:40](O)[CH3:41].O. Given the product [C:35]1([C:41]2[CH:40]=[CH:7][CH:8]=[CH:9][CH:10]=2)[CH:36]=[CH:4][C:5]([CH2:6][C:19]([NH:18][C:6]23[C:7](=[O:17])[C:8]4[C:13](=[CH:12][CH:11]=[CH:10][C:9]=4[NH2:14])[C:2]2([OH:1])[O:3][C:4]2[CH:36]=[C:35]([CH:37]([CH3:38])[CH3:39])[CH:34]=[CH:33][C:5]=23)=[O:20])=[CH:33][CH:34]=1, predict the reactants needed to synthesize it. (2) Given the product [CH:1]([C:4]1[C:5]([C:24]2[CH:23]=[N:22][C:31]3[C:26]([CH:25]=2)=[CH:27][CH:28]=[CH:29][CH:30]=3)=[N:6][C:7]([O:12][CH3:13])=[N:8][C:9]=1[O:10][CH3:11])([CH3:3])[CH3:2], predict the reactants needed to synthesize it. The reactants are: [CH:1]([C:4]1[C:5](OS(C(F)(F)F)(=O)=O)=[N:6][C:7]([O:12][CH3:13])=[N:8][C:9]=1[O:10][CH3:11])([CH3:3])[CH3:2].[N:22]1[C:31]2[C:26](=[CH:27][CH:28]=[CH:29][CH:30]=2)[CH:25]=[C:24](B(O)O)[CH:23]=1.C([O-])([O-])=O.[Na+].[Na+]. (3) Given the product [O:1]1[CH2:6][CH2:5][C:4](=[CH:13][C:11]([O:10][CH2:8][CH3:9])=[O:12])[CH2:3][CH2:2]1, predict the reactants needed to synthesize it. The reactants are: [O:1]1[CH2:6][CH2:5][C:4](=O)[CH2:3][CH2:2]1.[CH2:8]([O:10][C:11]([CH:13]=P(C1C=CC=CC=1)(C1C=CC=CC=1)C1C=CC=CC=1)=[O:12])[CH3:9]. (4) The reactants are: [CH3:1][C@H:2]1[CH2:8][NH:7][CH2:6][C:5]2[CH:9]=[CH:10][C:11]([C:13]([O:15][CH3:16])=[O:14])=[CH:12][C:4]=2[O:3]1.[N:17]([C:20]1[CH:25]=[CH:24][C:23]([O:26][CH3:27])=[CH:22][CH:21]=1)=[C:18]=[O:19]. Given the product [CH3:27][O:26][C:23]1[CH:24]=[CH:25][C:20]([NH:17][C:18]([N:7]2[CH2:6][C:5]3[CH:9]=[CH:10][C:11]([C:13]([O:15][CH3:16])=[O:14])=[CH:12][C:4]=3[O:3][C@@H:2]([CH3:1])[CH2:8]2)=[O:19])=[CH:21][CH:22]=1, predict the reactants needed to synthesize it.